From a dataset of NCI-60 drug combinations with 297,098 pairs across 59 cell lines. Regression. Given two drug SMILES strings and cell line genomic features, predict the synergy score measuring deviation from expected non-interaction effect. (1) Drug 1: CCC1=C2CN3C(=CC4=C(C3=O)COC(=O)C4(CC)O)C2=NC5=C1C=C(C=C5)O. Drug 2: CCC1(CC2CC(C3=C(CCN(C2)C1)C4=CC=CC=C4N3)(C5=C(C=C6C(=C5)C78CCN9C7C(C=CC9)(C(C(C8N6C)(C(=O)OC)O)OC(=O)C)CC)OC)C(=O)OC)O.OS(=O)(=O)O. Cell line: SNB-75. Synergy scores: CSS=14.8, Synergy_ZIP=-2.83, Synergy_Bliss=1.10, Synergy_Loewe=-9.41, Synergy_HSA=0.628. (2) Drug 1: C1=C(C(=O)NC(=O)N1)F. Drug 2: C1CC(C1)(C(=O)O)C(=O)O.[NH2-].[NH2-].[Pt+2]. Cell line: UACC62. Synergy scores: CSS=45.0, Synergy_ZIP=-11.9, Synergy_Bliss=-14.6, Synergy_Loewe=-9.61, Synergy_HSA=-7.41. (3) Drug 1: CCC1(C2=C(COC1=O)C(=O)N3CC4=CC5=C(C=CC(=C5CN(C)C)O)N=C4C3=C2)O.Cl. Drug 2: CC12CCC3C(C1CCC2OP(=O)(O)O)CCC4=C3C=CC(=C4)OC(=O)N(CCCl)CCCl.[Na+]. Cell line: SK-MEL-28. Synergy scores: CSS=23.3, Synergy_ZIP=-6.11, Synergy_Bliss=-2.15, Synergy_Loewe=-13.4, Synergy_HSA=0.291. (4) Drug 1: C1=CC=C(C(=C1)C(C2=CC=C(C=C2)Cl)C(Cl)Cl)Cl. Drug 2: CC1C(C(CC(O1)OC2CC(CC3=C2C(=C4C(=C3O)C(=O)C5=CC=CC=C5C4=O)O)(C(=O)C)O)N)O. Cell line: NCI-H226. Synergy scores: CSS=78.6, Synergy_ZIP=0.849, Synergy_Bliss=2.31, Synergy_Loewe=5.98, Synergy_HSA=7.03. (5) Drug 1: CN1CCC(CC1)COC2=C(C=C3C(=C2)N=CN=C3NC4=C(C=C(C=C4)Br)F)OC. Synergy scores: CSS=-0.107, Synergy_ZIP=-1.05, Synergy_Bliss=-3.20, Synergy_Loewe=-2.97, Synergy_HSA=-2.78. Cell line: SF-295. Drug 2: N.N.Cl[Pt+2]Cl.